This data is from Peptide-MHC class I binding affinity with 185,985 pairs from IEDB/IMGT. The task is: Regression. Given a peptide amino acid sequence and an MHC pseudo amino acid sequence, predict their binding affinity value. This is MHC class I binding data. (1) The peptide sequence is IPSSWAFGK. The MHC is HLA-A68:01 with pseudo-sequence HLA-A68:01. The binding affinity (normalized) is 0.372. (2) The peptide sequence is KMGKAGYVT. The MHC is HLA-A02:19 with pseudo-sequence HLA-A02:19. The binding affinity (normalized) is 0.196. (3) The peptide sequence is MPVGGQSSF. The MHC is HLA-B48:01 with pseudo-sequence HLA-B48:01. The binding affinity (normalized) is 0.0847.